This data is from Full USPTO retrosynthesis dataset with 1.9M reactions from patents (1976-2016). The task is: Predict the reactants needed to synthesize the given product. (1) Given the product [F:33][C:20]1[CH:21]=[CH:22][C:15]([N:12]2[CH2:13][CH2:14][C:9]3[O:8][C:7]([C:2]4[CH:3]=[CH:4][CH:5]=[CH:6][N:1]=4)=[N:23][C:10]=3[CH2:11]2)=[CH:16][C:17]=1[C:18]#[N:19], predict the reactants needed to synthesize it. The reactants are: [N:1]1[CH:6]=[CH:5][CH:4]=[CH:3][C:2]=1[C:7]1[O:8][C:9]2[CH2:14][CH2:13][N:12]([C:15]3[CH:16]=[C:17]([CH:20]=[CH:21][CH:22]=3)[C:18]#[N:19])[CH2:11][C:10]=2[N:23]=1.BrC1C=CC([F:33])=C(C=1)C#N. (2) Given the product [Cl:29][C:30]1[CH:31]=[C:32]([CH:36]=[C:37]([Cl:39])[CH:38]=1)[C:33]([NH:1][C@H:2]([C:23]1[CH:24]=[CH:25][CH:26]=[CH:27][CH:28]=1)[CH2:3][CH2:4][N:5]1[CH2:10][CH2:9][CH:8]([C:11]2[CH:16]=[CH:15][CH:14]=[C:13]([NH:17][C:18](=[O:22])[CH:19]([CH3:21])[CH3:20])[CH:12]=2)[CH2:7][CH2:6]1)=[O:34], predict the reactants needed to synthesize it. The reactants are: [NH2:1][C@H:2]([C:23]1[CH:28]=[CH:27][CH:26]=[CH:25][CH:24]=1)[CH2:3][CH2:4][N:5]1[CH2:10][CH2:9][CH:8]([C:11]2[CH:12]=[C:13]([NH:17][C:18](=[O:22])[CH:19]([CH3:21])[CH3:20])[CH:14]=[CH:15][CH:16]=2)[CH2:7][CH2:6]1.[Cl:29][C:30]1[CH:31]=[C:32]([CH:36]=[C:37]([Cl:39])[CH:38]=1)[C:33](Cl)=[O:34]. (3) Given the product [Cl:25][C:9]1[C:8]([CH3:13])=[CH:7][C:6]2[C:11](=[C:2]([Cl:1])[CH:3]=[CH:4][C:5]=2[O:14][CH2:15][CH2:16][N:17]2[CH2:22][CH2:21][CH2:20][CH2:19][CH2:18]2)[N:10]=1, predict the reactants needed to synthesize it. The reactants are: [Cl:1][C:2]1[CH:3]=[CH:4][C:5]([O:14][CH2:15][CH2:16][N:17]2[CH2:22][CH2:21][CH2:20][CH2:19][CH2:18]2)=[C:6]2[C:11]=1[NH:10][C:9](=O)[C:8]([CH3:13])=[CH:7]2.O=P(Cl)(Cl)[Cl:25].[Cl-].C([NH+](CC)CC)C. (4) Given the product [NH:9]1[C:10]2[C:15](=[CH:14][CH:13]=[CH:12][CH:11]=2)[C:7]([CH2:6][CH2:5][C:4]([NH:18][NH2:19])=[O:3])=[CH:8]1, predict the reactants needed to synthesize it. The reactants are: C([O:3][C:4](=O)[CH2:5][CH2:6][C:7]1[C:15]2[C:10](=[CH:11][CH:12]=[CH:13][CH:14]=2)[NH:9][CH:8]=1)C.O.[NH2:18][NH2:19]. (5) The reactants are: [CH:1]([C:3]1[CH:8]=[CH:7][C:6](B(O)O)=[CH:5][CH:4]=1)=[CH2:2].[C:12]([O:16][C:17](=[O:38])[NH:18][C:19]([C:21]1[S:22][C:23]([S:36][CH3:37])=[C:24]([S:26]([C:29]2[CH:34]=[CH:33][CH:32]=[C:31](Br)[CH:30]=2)(=[O:28])=[O:27])[CH:25]=1)=[NH:20])([CH3:15])([CH3:14])[CH3:13].C([O-])([O-])=O.[Na+].[Na+]. Given the product [C:12]([O:16][C:17](=[O:38])[NH:18][C:19](=[NH:20])[C:21]1[S:22][C:23]([S:36][CH3:37])=[C:24]([S:26]([C:29]2[CH:30]=[C:31]([C:6]3[CH:7]=[CH:8][C:3]([CH:1]=[CH2:2])=[CH:4][CH:5]=3)[CH:32]=[CH:33][CH:34]=2)(=[O:28])=[O:27])[CH:25]=1)([CH3:15])([CH3:14])[CH3:13], predict the reactants needed to synthesize it. (6) Given the product [Cl:30][C:9]1[CH:8]=[C:7]([C:1]2[CH:6]=[CH:5][CH:4]=[CH:3][CH:2]=2)[N:12]=[N:11][C:10]=1[N:13]1[CH2:18][CH2:17][N:16]([C:19]2[N:24]=[CH:23][CH:22]=[CH:21][N:20]=2)[CH2:15][CH2:14]1, predict the reactants needed to synthesize it. The reactants are: [C:1]1([C:7]2[N:12]=[N:11][C:10]([N:13]3[CH2:18][CH2:17][N:16]([C:19]4[N:24]=[CH:23][CH:22]=[CH:21][N:20]=4)[CH2:15][CH2:14]3)=[C:9](O)[CH:8]=2)[CH:6]=[CH:5][CH:4]=[CH:3][CH:2]=1.[OH-].[Na+].P(Cl)(Cl)([Cl:30])=O. (7) Given the product [CH2:19]([O:11][C:8]1[CH:9]=[CH:10][C:5]([CH2:4][C:3]([O:2][CH3:1])=[O:12])=[CH:6][CH:7]=1)[C:20]1[CH:25]=[CH:24][CH:23]=[CH:22][CH:21]=1, predict the reactants needed to synthesize it. The reactants are: [CH3:1][O:2][C:3](=[O:12])[CH2:4][C:5]1[CH:10]=[CH:9][C:8]([OH:11])=[CH:7][CH:6]=1.C(=O)([O-])[O-].[K+].[K+].[CH2:19](Br)[C:20]1[CH:25]=[CH:24][CH:23]=[CH:22][CH:21]=1.O. (8) The reactants are: [N+:1]([CH2:3][C:4]([O:6]C)=O)#[C-:2].[CH2:8]([NH:10][CH2:11][CH3:12])[CH3:9]. Given the product [CH2:8]([N:10]([CH2:11][CH3:12])[C:4](=[O:6])[CH2:3][N+:1]#[C-:2])[CH3:9], predict the reactants needed to synthesize it. (9) Given the product [CH:2]([CH2:3][CH2:4][CH2:5][CH2:6][C:7]([O:9][CH2:10][CH3:11])=[O:8])=[O:1], predict the reactants needed to synthesize it. The reactants are: [OH:1][CH2:2][CH2:3][CH2:4][CH2:5][CH2:6][C:7]([O:9][CH2:10][CH3:11])=[O:8].CC1(C)N([O])C(C)(C)CCC1.C(O)(=O)C.C(O)(=O)C.IC1C=CC=CC=1.[O-]S([O-])(=S)=O.[Na+].[Na+].